Dataset: Forward reaction prediction with 1.9M reactions from USPTO patents (1976-2016). Task: Predict the product of the given reaction. (1) Given the reactants [CH2:1]([N:3]([CH2:35][CH3:36])[CH2:4][CH2:5][CH2:6][C:7]1[CH:12]=[C:11]([F:13])[CH:10]=[CH:9][C:8]=1[S:14]([NH:17][C:18]1[C:27]([C:28]([O:30]C)=[O:29])=[C:26]2[C:21]([C:22]3[CH:34]=[CH:33][O:32][C:23]=3[CH2:24][O:25]2)=[CH:20][CH:19]=1)(=[O:16])=[O:15])[CH3:2].[OH-].[Li+].C(O)=O, predict the reaction product. The product is: [CH2:35]([N:3]([CH2:1][CH3:2])[CH2:4][CH2:5][CH2:6][C:7]1[CH:12]=[C:11]([F:13])[CH:10]=[CH:9][C:8]=1[S:14]([NH:17][C:18]1[C:27]([C:28]([OH:30])=[O:29])=[C:26]2[C:21]([C:22]3[CH:34]=[CH:33][O:32][C:23]=3[CH2:24][O:25]2)=[CH:20][CH:19]=1)(=[O:16])=[O:15])[CH3:36]. (2) Given the reactants C([O:3][C:4](=[O:27])[CH2:5][CH:6]1[O:10][B:9]([OH:11])[C:8]2[CH:12]=[C:13]([O:17][C:18]3[CH:23]=[N:22][C:21]([C:24](=[O:26])[NH2:25])=[CH:20][N:19]=3)[CH:14]=[C:15]([CH3:16])[C:7]1=2)C.[Li+].[OH-], predict the reaction product. The product is: [C:24]([C:21]1[N:22]=[CH:23][C:18]([O:17][C:13]2[CH:14]=[C:15]([CH3:16])[C:7]3[CH:6]([CH2:5][C:4]([OH:27])=[O:3])[O:10][B:9]([OH:11])[C:8]=3[CH:12]=2)=[N:19][CH:20]=1)(=[O:26])[NH2:25]. (3) The product is: [F:1][C:2]1[C:14]2[NH:13][C:12]3[C:7](=[CH:8][CH:9]=[CH:10][CH:11]=3)[C:6]=2[C:5]([OH:15])=[CH:4][CH:3]=1. Given the reactants [F:1][C:2]1[C:14]2[NH:13][C:12]3[C:7](=[CH:8][CH:9]=[CH:10][CH:11]=3)[C:6]=2[C:5]([O:15]C)=[CH:4][CH:3]=1.Cl.N1C=CC=CC=1.[OH-].[NH4+], predict the reaction product. (4) Given the reactants [CH2:1]([O:8][C:9]1[CH:18]=[C:17]2[C:12]([C:13](=O)[NH:14][CH:15]=[N:16]2)=[C:11]([O:20][CH:21]2[CH2:26][CH2:25][O:24][CH2:23][CH2:22]2)[CH:10]=1)[C:2]1[CH:7]=[CH:6][CH:5]=[CH:4][CH:3]=1.[Cl:27][C:28]1[CH:29]=[C:30]([CH:32]=[CH:33][C:34]=1[O:35][CH2:36][C:37]1[CH:42]=[CH:41][CH:40]=[C:39]([F:43])[CH:38]=1)[NH2:31], predict the reaction product. The product is: [CH2:1]([O:8][C:9]1[CH:18]=[C:17]2[C:12]([C:13]([NH:31][C:30]3[CH:32]=[CH:33][C:34]([O:35][CH2:36][C:37]4[CH:42]=[CH:41][CH:40]=[C:39]([F:43])[CH:38]=4)=[C:28]([Cl:27])[CH:29]=3)=[N:14][CH:15]=[N:16]2)=[C:11]([O:20][CH:21]2[CH2:26][CH2:25][O:24][CH2:23][CH2:22]2)[CH:10]=1)[C:2]1[CH:3]=[CH:4][CH:5]=[CH:6][CH:7]=1. (5) The product is: [Br:1][C:2]1[CH:3]=[CH:4][C:5]([F:33])=[C:6]([C@:8]2([CH3:19])[CH2:9][O:10][C@@:11]([CH3:16])([C:12]([F:15])([F:14])[F:13])[C:17]([NH2:18])=[N:20]2)[CH:7]=1. Given the reactants [Br:1][C:2]1[CH:3]=[CH:4][C:5]([F:33])=[C:6]([C@:8]([NH:20]S(C2C=CC=CC=2[N+]([O-])=O)(=O)=O)([CH3:19])[CH2:9][O:10][C@@:11]([C:17]#[N:18])([CH3:16])[C:12]([F:15])([F:14])[F:13])[CH:7]=1.C(N[C@H](C(O)=O)CS)(=O)C.C([O-])([O-])=O.[K+].[K+], predict the reaction product. (6) Given the reactants C([O:3][C:4](=[O:28])[C:5]1[CH:10]=[CH:9][C:8]([N:11]2[CH:15]=[C:14]([C:16]3[C:17]([C:22]4[CH:27]=[CH:26][CH:25]=[CH:24][CH:23]=4)=[N:18][O:19][C:20]=3[CH3:21])[N:13]=[CH:12]2)=[CH:7][CH:6]=1)C.O.[OH-].[Li+], predict the reaction product. The product is: [CH3:21][C:20]1[O:19][N:18]=[C:17]([C:22]2[CH:23]=[CH:24][CH:25]=[CH:26][CH:27]=2)[C:16]=1[C:14]1[N:13]=[CH:12][N:11]([C:8]2[CH:7]=[CH:6][C:5]([C:4]([OH:28])=[O:3])=[CH:10][CH:9]=2)[CH:15]=1.